Dataset: Antibody developability classification from SAbDab with 2,409 antibodies. Task: Regression/Classification. Given an antibody's heavy chain and light chain sequences, predict its developability. TAP uses regression for 5 developability metrics; SAbDab uses binary classification. The antibody is ['5tfw', 'SYELTQETGVSVALGRTVTITCRGDSLRSHYASWYQKKPGQAPILLFYGKNNRPSGVPDRFSGSASGNRASLTISGAQAEDDAEYYCSSRDKSGSRLSVFGGGTKLTVL']. Result: 0 (not developable).